From a dataset of NCI-60 drug combinations with 297,098 pairs across 59 cell lines. Regression. Given two drug SMILES strings and cell line genomic features, predict the synergy score measuring deviation from expected non-interaction effect. (1) Drug 1: C1=CC(=CC=C1C#N)C(C2=CC=C(C=C2)C#N)N3C=NC=N3. Drug 2: C1=NC2=C(N=C(N=C2N1C3C(C(C(O3)CO)O)O)F)N. Cell line: OVCAR-4. Synergy scores: CSS=-3.18, Synergy_ZIP=1.16, Synergy_Bliss=-0.0697, Synergy_Loewe=-4.06, Synergy_HSA=-3.66. (2) Drug 1: CC1CCC2CC(C(=CC=CC=CC(CC(C(=O)C(C(C(=CC(C(=O)CC(OC(=O)C3CCCCN3C(=O)C(=O)C1(O2)O)C(C)CC4CCC(C(C4)OC)O)C)C)O)OC)C)C)C)OC. Drug 2: CC12CCC3C(C1CCC2O)C(CC4=C3C=CC(=C4)O)CCCCCCCCCS(=O)CCCC(C(F)(F)F)(F)F. Cell line: SF-295. Synergy scores: CSS=2.68, Synergy_ZIP=0.644, Synergy_Bliss=0.713, Synergy_Loewe=-0.137, Synergy_HSA=-1.17. (3) Drug 1: CC(C)(C#N)C1=CC(=CC(=C1)CN2C=NC=N2)C(C)(C)C#N. Drug 2: CN(C(=O)NC(C=O)C(C(C(CO)O)O)O)N=O. Cell line: NCI-H322M. Synergy scores: CSS=-7.43, Synergy_ZIP=5.60, Synergy_Bliss=5.20, Synergy_Loewe=-1.84, Synergy_HSA=-1.84. (4) Drug 2: CNC(=O)C1=NC=CC(=C1)OC2=CC=C(C=C2)NC(=O)NC3=CC(=C(C=C3)Cl)C(F)(F)F. Drug 1: COC1=NC(=NC2=C1N=CN2C3C(C(C(O3)CO)O)O)N. Synergy scores: CSS=2.12, Synergy_ZIP=-0.369, Synergy_Bliss=1.59, Synergy_Loewe=-1.07, Synergy_HSA=0.222. Cell line: HS 578T. (5) Drug 1: CC(C)(C#N)C1=CC(=CC(=C1)CN2C=NC=N2)C(C)(C)C#N. Drug 2: C1CCC(C(C1)N)N.C(=O)(C(=O)[O-])[O-].[Pt+4]. Cell line: KM12. Synergy scores: CSS=3.56, Synergy_ZIP=-5.44, Synergy_Bliss=-1.30, Synergy_Loewe=-2.89, Synergy_HSA=-2.63. (6) Drug 1: CC1=C(C(CCC1)(C)C)C=CC(=CC=CC(=CC(=O)O)C)C. Drug 2: C(=O)(N)NO. Cell line: UO-31. Synergy scores: CSS=1.44, Synergy_ZIP=-0.309, Synergy_Bliss=1.17, Synergy_Loewe=-0.553, Synergy_HSA=0.0989. (7) Drug 1: CCCCC(=O)OCC(=O)C1(CC(C2=C(C1)C(=C3C(=C2O)C(=O)C4=C(C3=O)C=CC=C4OC)O)OC5CC(C(C(O5)C)O)NC(=O)C(F)(F)F)O. Drug 2: C1=NC2=C(N1)C(=S)N=CN2. Cell line: NCIH23. Synergy scores: CSS=54.0, Synergy_ZIP=-4.26, Synergy_Bliss=-2.23, Synergy_Loewe=-4.18, Synergy_HSA=0.162.